The task is: Regression/Classification. Given a drug SMILES string, predict its absorption, distribution, metabolism, or excretion properties. Task type varies by dataset: regression for continuous measurements (e.g., permeability, clearance, half-life) or binary classification for categorical outcomes (e.g., BBB penetration, CYP inhibition). Dataset: cyp2c9_veith.. This data is from CYP2C9 inhibition data for predicting drug metabolism from PubChem BioAssay. (1) The drug is CN(C)Cc1ccccc1-c1nc(N(C)C)c2ccccc2n1. The result is 0 (non-inhibitor). (2) The drug is CON1C(=O)C(=O)N(OC)C(C)(C)C1C. The result is 0 (non-inhibitor). (3) The result is 1 (inhibitor). The drug is O=C(Nc1ncc(Cc2ccccc2)s1)C1COc2ccccc2O1. (4) The molecule is N=C(N)SCCc1ccc(CCSC(=N)N)cc1. The result is 0 (non-inhibitor). (5) The compound is Cc1ccc2nc(-c3cccnc3)oc2c1. The result is 1 (inhibitor). (6) The drug is Cc1cc(C)c2c(-n3cccc3)c(C(=O)NNS(=O)(=O)c3ccc(Br)cc3)sc2n1. The result is 1 (inhibitor). (7) The drug is O=S(=O)(c1ccccc1)N1CCC2(CCCN(Cc3cc(C(F)(F)F)cc(C(F)(F)F)c3)C2)CC1. The result is 0 (non-inhibitor). (8) The molecule is CN1CCC(=C2c3ccccc3CCc3sccc32)CC1.O=C(O)C[C@@H](O)C(=O)O. The result is 0 (non-inhibitor). (9) The drug is Cc1c(/C=N/NC(=O)c2ccc3c(c2)OCO3)cnn1C. The result is 0 (non-inhibitor).